Dataset: Full USPTO retrosynthesis dataset with 1.9M reactions from patents (1976-2016). Task: Predict the reactants needed to synthesize the given product. Given the product [CH:1]1([C:4]2[N:8]=[C:7]([CH:9]3[CH2:14][CH:13]([C:15]4[CH:20]=[CH:19][C:18]([O:21][C:22]([F:24])([F:25])[F:23])=[CH:17][CH:16]=4)[CH2:12][N:11]([C:26]([N:43]4[CH2:44][CH2:45][C:40]([F:46])([F:39])[CH2:41][CH2:42]4)=[O:27])[CH2:10]3)[O:6][N:5]=2)[CH2:2][CH2:3]1, predict the reactants needed to synthesize it. The reactants are: [CH:1]1([C:4]2[N:8]=[C:7]([CH:9]3[CH2:14][CH:13]([C:15]4[CH:20]=[CH:19][C:18]([O:21][C:22]([F:25])([F:24])[F:23])=[CH:17][CH:16]=4)[CH2:12][N:11]([C:26](OC4C=CC([N+]([O-])=O)=CC=4)=[O:27])[CH2:10]3)[O:6][N:5]=2)[CH2:3][CH2:2]1.Cl.[F:39][C:40]1([F:46])[CH2:45][CH2:44][NH:43][CH2:42][CH2:41]1.